This data is from Reaction yield outcomes from USPTO patents with 853,638 reactions. The task is: Predict the reaction yield, written as a fraction of the theoretical maximum amount of product (1.0 means a 100% yield; for example, 0.34 means a 34% yield). (1) The product is [CH3:1][O:2][C:3](=[O:23])[CH2:4][C:5]1[CH:10]=[C:9]([Br:11])[C:8]([O:12][C:13]2[CH:18]=[CH:17][C:16]([OH:19])=[C:15]([CH3:20])[CH:14]=2)=[C:7]([Br:22])[CH:6]=1. No catalyst specified. The reactants are [CH3:1][O:2][C:3](=[O:23])[CH2:4][C:5]1[CH:10]=[C:9]([Br:11])[C:8]([O:12][C:13]2[CH:18]=[CH:17][C:16]([OH:19])=[C:15]([CH:20]=O)[CH:14]=2)=[C:7]([Br:22])[CH:6]=1.FC(F)(F)C(O)=O.C([SiH](CC)CC)C. The yield is 0.460. (2) The reactants are [Cl:1][C:2]1[C:3](=[O:28])[N:4]([C:17]2[CH:22]=[C:21]([C:23](=O)[C:24]#[CH:25])[CH:20]=[CH:19][C:18]=2[CH3:27])[C:5]([CH3:16])=[N:6][C:7]=1[O:8][CH2:9][C:10]1[N:11]=[C:12]([CH3:15])[S:13][CH:14]=1.Cl.[OH:30][C:31]([CH3:36])([CH3:35])[C:32]([NH2:34])=[NH:33].C(=O)([O-])[O-].[K+].[K+]. The catalyst is C(#N)C. The product is [Cl:1][C:2]1[C:3](=[O:28])[N:4]([C:17]2[CH:22]=[C:21]([C:23]3[CH:24]=[CH:25][N:34]=[C:32]([C:31]([OH:30])([CH3:36])[CH3:35])[N:33]=3)[CH:20]=[CH:19][C:18]=2[CH3:27])[C:5]([CH3:16])=[N:6][C:7]=1[O:8][CH2:9][C:10]1[N:11]=[C:12]([CH3:15])[S:13][CH:14]=1. The yield is 0.110. (3) The reactants are [ClH:1].CCOCC.C(OC(=O)[NH:13][CH2:14][CH2:15][CH2:16][C:17](=[O:38])[NH:18][CH2:19][C:20]1[CH:28]=[CH:27][CH:26]=[C:25]2[C:21]=1[CH2:22][N:23]([CH:30]1[CH2:35][CH2:34][C:33](=[O:36])[NH:32][C:31]1=[O:37])[C:24]2=[O:29])(C)(C)C. The catalyst is CN(C=O)C.C(Cl)Cl. The product is [ClH:1].[NH2:13][CH2:14][CH2:15][CH2:16][C:17]([NH:18][CH2:19][C:20]1[CH:28]=[CH:27][CH:26]=[C:25]2[C:21]=1[CH2:22][N:23]([CH:30]1[CH2:35][CH2:34][C:33](=[O:36])[NH:32][C:31]1=[O:37])[C:24]2=[O:29])=[O:38]. The yield is 0.870. (4) The reactants are [CH3:1][C@@:2]12[C:18](=[O:19])[CH2:17][CH2:16][C@H:15]1[C@H:14]1[C@@H:5]([C:6]3[CH:7]=[CH:8][C:9]([OH:20])=[CH:10][C:11]=3[CH2:12][CH2:13]1)[CH2:4][CH2:3]2.N1C=CN=C1.[Si:26](Cl)([C:29]([CH3:32])([CH3:31])[CH3:30])([CH3:28])[CH3:27].O. The catalyst is ClCCl. The product is [O:20]([C:9]1[CH:8]=[CH:7][C:6]2[C@@H:5]3[C@H:14]([C@H:15]4[C@@:2]([CH2:3][CH2:4]3)([CH3:1])[C:18](=[O:19])[CH2:17][CH2:16]4)[CH2:13][CH2:12][C:11]=2[CH:10]=1)[Si:26]([C:29]([CH3:32])([CH3:31])[CH3:30])([CH3:28])[CH3:27]. The yield is 0.950. (5) The reactants are [CH2:1]([C:15]1[CH:20]=[CH:19][C:18]([S:21](Cl)(=[O:23])=[O:22])=[CH:17][CH:16]=1)[CH2:2][CH2:3][CH2:4][CH2:5][CH2:6][CH2:7][CH2:8][CH2:9][CH2:10][CH2:11][CH2:12][CH2:13][CH3:14].[S:25]1[CH:29]=[N:28][N:27]=[C:26]1[NH2:30].Cl. The catalyst is N1C=CC=CC=1. The product is [CH2:1]([C:15]1[CH:20]=[CH:19][C:18]([S:21]([NH:30][C:26]2[S:25][CH:29]=[N:28][N:27]=2)(=[O:23])=[O:22])=[CH:17][CH:16]=1)[CH2:2][CH2:3][CH2:4][CH2:5][CH2:6][CH2:7][CH2:8][CH2:9][CH2:10][CH2:11][CH2:12][CH2:13][CH3:14]. The yield is 0.470. (6) The reactants are [C:1]([O:5][C:6]([NH:8][CH:9]([C:29]([CH3:32])([CH3:31])[CH3:30])[C:10]([N:12]1[CH2:16][CH:15]([OH:17])[CH2:14][CH:13]1[C:18]([NH:20][C:21]1([C:26]([OH:28])=[O:27])[CH2:23][CH:22]1[CH2:24][CH3:25])=[O:19])=[O:11])=[O:7])([CH3:4])([CH3:3])[CH3:2].CC(C)([O-])C.[K+].Cl[C:40]1[C:49]2[C:44](=[CH:45][CH:46]=[CH:47][CH:48]=2)[CH:43]=[C:42]([O:50][CH2:51][CH3:52])[N:41]=1.Cl. The catalyst is CS(C)=O. The product is [C:1]([O:5][C:6]([NH:8][CH:9]([C:29]([CH3:31])([CH3:30])[CH3:32])[C:10]([N:12]1[CH2:16][CH:15]([O:17][C:40]2[C:49]3[C:44](=[CH:45][CH:46]=[CH:47][CH:48]=3)[CH:43]=[C:42]([O:50][CH2:51][CH3:52])[N:41]=2)[CH2:14][CH:13]1[C:18]([NH:20][C:21]1([C:26]([OH:28])=[O:27])[CH2:23][CH:22]1[CH2:24][CH3:25])=[O:19])=[O:11])=[O:7])([CH3:4])([CH3:2])[CH3:3]. The yield is 0.420.